This data is from Peptide-MHC class I binding affinity with 185,985 pairs from IEDB/IMGT. The task is: Regression. Given a peptide amino acid sequence and an MHC pseudo amino acid sequence, predict their binding affinity value. This is MHC class I binding data. (1) The peptide sequence is CADGTRHTY. The MHC is HLA-A69:01 with pseudo-sequence HLA-A69:01. The binding affinity (normalized) is 0.0847. (2) The peptide sequence is RLVVDFSQF. The MHC is Patr-A0701 with pseudo-sequence Patr-A0701. The binding affinity (normalized) is 0.129. (3) The MHC is HLA-A29:02 with pseudo-sequence HLA-A29:02. The peptide sequence is ITYSSSMMW. The binding affinity (normalized) is 0.153. (4) The peptide sequence is AQSDFMSWV. The MHC is HLA-B27:03 with pseudo-sequence HLA-B27:03. The binding affinity (normalized) is 0.0847.